From a dataset of Full USPTO retrosynthesis dataset with 1.9M reactions from patents (1976-2016). Predict the reactants needed to synthesize the given product. (1) Given the product [Cl:1][C:2]1[CH:3]=[C:4]([C:8]#[C:9][C:10]2[N:11]=[C:12]([CH3:15])[N:13]([C:17]3[CH:22]=[CH:21][C:20]([CH3:23])=[CH:19][N:18]=3)[CH:14]=2)[CH:5]=[CH:6][CH:7]=1, predict the reactants needed to synthesize it. The reactants are: [Cl:1][C:2]1[CH:3]=[C:4]([C:8]#[C:9][C:10]2[N:11]=[C:12]([CH3:15])[NH:13][CH:14]=2)[CH:5]=[CH:6][CH:7]=1.F[C:17]1[CH:22]=[CH:21][C:20]([CH3:23])=[CH:19][N:18]=1. (2) The reactants are: [Cl:1][C:2]1[CH:7]=[CH:6][C:5]([S:8]([C:11]2([C:31]3[CH:36]=[C:35]([F:37])[CH:34]=[CH:33][C:32]=3[F:38])[CH2:16][CH2:15][CH:14]([CH2:17][C:18]([C:20]3[CH:25]=[CH:24][CH:23]=[C:22]([CH:26]4OCC[O:27]4)[CH:21]=3)=[O:19])[CH2:13][CH2:12]2)(=[O:10])=[O:9])=[CH:4][CH:3]=1.C1(C)C=CC(S([O-])(=O)=O)=CC=1.[NH+]1C=CC=CC=1. Given the product [Cl:1][C:2]1[CH:7]=[CH:6][C:5]([S:8]([C:11]2([C:31]3[CH:36]=[C:35]([F:37])[CH:34]=[CH:33][C:32]=3[F:38])[CH2:16][CH2:15][CH:14]([CH2:17][C:18]([C:20]3[CH:21]=[C:22]([CH:23]=[CH:24][CH:25]=3)[CH:26]=[O:27])=[O:19])[CH2:13][CH2:12]2)(=[O:10])=[O:9])=[CH:4][CH:3]=1, predict the reactants needed to synthesize it. (3) Given the product [CH2:13]([O:15][C:16]([C:18]1[C:22]([C:23]2[CH:24]=[C:25]([CH3:30])[CH:26]=[C:27]([CH3:29])[CH:28]=2)=[CH:21][S:20][C:19]=1[NH:31][C:10](=[O:11])[CH2:9][C:7]#[N:8])=[O:17])[CH3:14], predict the reactants needed to synthesize it. The reactants are: P(Cl)(Cl)(Cl)(Cl)Cl.[C:7]([CH2:9][C:10](O)=[O:11])#[N:8].[CH2:13]([O:15][C:16]([C:18]1[C:22]([C:23]2[CH:28]=[C:27]([CH3:29])[CH:26]=[C:25]([CH3:30])[CH:24]=2)=[CH:21][S:20][C:19]=1[NH2:31])=[O:17])[CH3:14].